Dataset: Full USPTO retrosynthesis dataset with 1.9M reactions from patents (1976-2016). Task: Predict the reactants needed to synthesize the given product. Given the product [C:1]([O:4][CH2:7][Si:8]([O:11][CH3:12])([CH3:10])[CH3:9])(=[O:3])[CH3:2], predict the reactants needed to synthesize it. The reactants are: [C:1]([O-:4])(=[O:3])[CH3:2].[Na+].Cl[CH2:7][Si:8]([O:11][CH3:12])([CH3:10])[CH3:9].